This data is from Peptide-MHC class II binding affinity with 134,281 pairs from IEDB. The task is: Regression. Given a peptide amino acid sequence and an MHC pseudo amino acid sequence, predict their binding affinity value. This is MHC class II binding data. (1) The peptide sequence is TPAETTVRLRAYMNTPGLPV. The MHC is DRB1_1302 with pseudo-sequence DRB1_1302. The binding affinity (normalized) is 0.415. (2) The peptide sequence is LGPPAAEYWNSQKEV. The MHC is HLA-DQA10301-DQB10302 with pseudo-sequence HLA-DQA10301-DQB10302. The binding affinity (normalized) is 0.0569. (3) The peptide sequence is TFDGRGAQVYIGNGG. The MHC is DRB1_0901 with pseudo-sequence DRB1_0901. The binding affinity (normalized) is 0.0613. (4) The peptide sequence is YTVFETALKKAITAM. The MHC is HLA-DQA10501-DQB10301 with pseudo-sequence HLA-DQA10501-DQB10301. The binding affinity (normalized) is 0.471. (5) The peptide sequence is ASYASPSLQTLIAVS. The MHC is HLA-DQA10301-DQB10302 with pseudo-sequence HLA-DQA10301-DQB10302. The binding affinity (normalized) is 0.0899. (6) The peptide sequence is MVFTPLLALATNLTE. The MHC is DRB1_1501 with pseudo-sequence DRB1_1501. The binding affinity (normalized) is 0.761. (7) The peptide sequence is DSNYKLAVDGLLSKV. The MHC is HLA-DQA10501-DQB10301 with pseudo-sequence HLA-DQA10501-DQB10301. The binding affinity (normalized) is 0.213. (8) The peptide sequence is QGNQRAHGQDLGTLGSCLQR. The MHC is DRB1_1501 with pseudo-sequence DRB1_1501. The binding affinity (normalized) is 0.